This data is from Peptide-MHC class I binding affinity with 185,985 pairs from IEDB/IMGT. The task is: Regression. Given a peptide amino acid sequence and an MHC pseudo amino acid sequence, predict their binding affinity value. This is MHC class I binding data. The peptide sequence is GIKNLKSLLL. The MHC is HLA-A02:03 with pseudo-sequence HLA-A02:03. The binding affinity (normalized) is 0.348.